From a dataset of Peptide-MHC class II binding affinity with 134,281 pairs from IEDB. Regression. Given a peptide amino acid sequence and an MHC pseudo amino acid sequence, predict their binding affinity value. This is MHC class II binding data. (1) The peptide sequence is AAGDGNIVAVDIKPK. The MHC is DRB4_0101 with pseudo-sequence DRB4_0103. The binding affinity (normalized) is 0.202. (2) The peptide sequence is KHDDAIVRLRNAGIV. The MHC is DRB1_0301 with pseudo-sequence DRB1_0301. The binding affinity (normalized) is 0.319.